This data is from Peptide-MHC class I binding affinity with 185,985 pairs from IEDB/IMGT. The task is: Regression. Given a peptide amino acid sequence and an MHC pseudo amino acid sequence, predict their binding affinity value. This is MHC class I binding data. (1) The peptide sequence is YMKFFGNFK. The MHC is HLA-A26:01 with pseudo-sequence HLA-A26:01. The binding affinity (normalized) is 0.0847. (2) The binding affinity (normalized) is 0.00346. The peptide sequence is RRQDILDLWIY. The MHC is HLA-A11:01 with pseudo-sequence HLA-A11:01. (3) The peptide sequence is KSLFNTVATLY. The MHC is HLA-A68:02 with pseudo-sequence HLA-A68:02. The binding affinity (normalized) is 0.247. (4) The peptide sequence is NIRQAGVQY. The MHC is HLA-A02:06 with pseudo-sequence HLA-A02:06. The binding affinity (normalized) is 0.